From a dataset of Peptide-MHC class I binding affinity with 185,985 pairs from IEDB/IMGT. Regression. Given a peptide amino acid sequence and an MHC pseudo amino acid sequence, predict their binding affinity value. This is MHC class I binding data. The peptide sequence is TSFLYNLR. The MHC is H-2-Kb with pseudo-sequence H-2-Kb. The binding affinity (normalized) is 0.531.